This data is from Forward reaction prediction with 1.9M reactions from USPTO patents (1976-2016). The task is: Predict the product of the given reaction. (1) Given the reactants [Cl:1][C:2]1[N:3]=[CH:4][C:5]2[NH:11][C:10](=[O:12])[C:9]([F:14])([F:13])[CH2:8][N:7]([CH:15]3[CH2:19][CH2:18][CH2:17][CH2:16]3)[C:6]=2[N:20]=1.[C:21](=O)([O-])[O-].[Cs+].[Cs+].IC, predict the reaction product. The product is: [Cl:1][C:2]1[N:3]=[CH:4][C:5]2[N:11]([CH3:21])[C:10](=[O:12])[C:9]([F:14])([F:13])[CH2:8][N:7]([CH:15]3[CH2:19][CH2:18][CH2:17][CH2:16]3)[C:6]=2[N:20]=1. (2) Given the reactants Cl[C:2]1[N:3]=[N:4][C:5]([CH2:10][C:11]2[CH:16]=[CH:15][N:14]=[CH:13][CH:12]=2)=[C:6]([CH3:9])[C:7]=1[CH3:8].[Cl:17][C:18]1[CH:24]=[CH:23][C:21]([NH2:22])=[CH:20][CH:19]=1, predict the reaction product. The product is: [Cl:17][C:18]1[CH:24]=[CH:23][C:21]([NH:22][C:2]2[N:3]=[N:4][C:5]([CH2:10][C:11]3[CH:16]=[CH:15][N:14]=[CH:13][CH:12]=3)=[C:6]([CH3:9])[C:7]=2[CH3:8])=[CH:20][CH:19]=1.